This data is from Catalyst prediction with 721,799 reactions and 888 catalyst types from USPTO. The task is: Predict which catalyst facilitates the given reaction. (1) Reactant: [CH2:1]([N:8]1[CH2:14][CH2:13][CH:12]2[C:10]([CH:15]=O)([CH2:11]2)[CH2:9]1)[C:2]1[CH:7]=[CH:6][CH:5]=[CH:4][CH:3]=1.CC(O)=O.[NH2:21][C:22]1[CH:27]=[CH:26][CH:25]=[CH:24][CH:23]=1.[BH3-]C#N.[Na+]. Product: [CH2:1]([N:8]1[CH2:14][CH2:13][CH:12]2[C:10]([CH2:15][NH:21][C:22]3[CH:27]=[CH:26][CH:25]=[CH:24][CH:23]=3)([CH2:11]2)[CH2:9]1)[C:2]1[CH:7]=[CH:6][CH:5]=[CH:4][CH:3]=1. The catalyst class is: 5. (2) Reactant: [NH:1]1[CH2:5][CH2:4][CH2:3][C@H:2]1[C:6]1[NH:7][C:8]([C:11]2[CH:12]=[C:13]3[CH2:26][O:25][C:24]4[C:15]5=[C:16]([CH:21]=[C:22]([C:27]6[NH:31][C:30]([C@@H:32]7[CH2:36][CH2:35][CH2:34][NH:33]7)=[N:29][CH:28]=6)[CH:23]=4)[CH2:17][O:18][C:19]([CH:20]=2)=[C:14]35)=[CH:9][N:10]=1.[CH3:37][O:38][C:39]([NH:41][C@@H:42]([CH:46]([CH3:48])[CH3:47])[C:43](O)=[O:44])=[O:40].CN(C(ON1N=NC2C=CC=NC1=2)=[N+](C)C)C.F[P-](F)(F)(F)(F)F.CN1CCOCC1. Product: [CH3:47][CH:46]([CH3:48])[C@H:42]([NH:41][C:39](=[O:40])[O:38][CH3:37])[C:43](=[O:44])[N:33]1[CH2:34][CH2:35][CH2:36][C@H:32]1[C:30]1[NH:31][C:27]([C:22]2[CH:21]=[C:16]3[CH2:17][O:18][C:19]4[C:14]5=[C:13]([CH:12]=[C:11]([C:8]6[NH:7][C:6]([C@@H:2]7[CH2:3][CH2:4][CH2:5][NH:1]7)=[N:10][CH:9]=6)[CH:20]=4)[CH2:26][O:25][C:24]([CH:23]=2)=[C:15]35)=[CH:28][N:29]=1. The catalyst class is: 9. (3) Reactant: C([Li])CCC.[S:6]1[CH:10]=[CH:9][C:8]2[CH:11]=[CH:12][CH:13]=[CH:14][C:7]1=2.CON(C)[C:18](=[O:20])[CH3:19].[Cl-].[NH4+]. Product: [S:6]1[C:10]([C:18](=[O:20])[CH3:19])=[CH:9][C:8]2[CH:11]=[CH:12][CH:13]=[CH:14][C:7]1=2. The catalyst class is: 28.